From a dataset of Full USPTO retrosynthesis dataset with 1.9M reactions from patents (1976-2016). Predict the reactants needed to synthesize the given product. Given the product [CH:2]1([CH2:5][O:6][C:7]2[CH:12]=[C:11]([O:13][CH3:14])[CH:10]=[CH:9][C:8]=2[C:15]2[C:16]3[NH:23][C:22]([CH3:24])=[C:21]([C:25]([NH:27][C@@H:28]4[CH2:32][CH2:31][N:30]([C:38](=[O:39])[C@@H:37]([OH:36])[CH3:41])[CH2:29]4)=[O:26])[C:17]=3[N:18]=[CH:19][N:20]=2)[CH2:4][CH2:3]1, predict the reactants needed to synthesize it. The reactants are: Cl.[CH:2]1([CH2:5][O:6][C:7]2[CH:12]=[C:11]([O:13][CH3:14])[CH:10]=[CH:9][C:8]=2[C:15]2[C:16]3[NH:23][C:22]([CH3:24])=[C:21]([C:25]([NH:27][C@@H:28]4[CH2:32][CH2:31][NH:30][CH2:29]4)=[O:26])[C:17]=3[N:18]=[CH:19][N:20]=2)[CH2:4][CH2:3]1.C([O:36][C@@H:37]([CH3:41])[C:38](Cl)=[O:39])(=O)C.